From a dataset of Peptide-MHC class II binding affinity with 134,281 pairs from IEDB. Regression. Given a peptide amino acid sequence and an MHC pseudo amino acid sequence, predict their binding affinity value. This is MHC class II binding data. (1) The peptide sequence is NILTVLLKTALLIVS. The MHC is DRB1_0802 with pseudo-sequence DRB1_0802. The binding affinity (normalized) is 0.499. (2) The peptide sequence is ILTYNKTSKTTILSK. The MHC is H-2-IAb with pseudo-sequence H-2-IAb. The binding affinity (normalized) is 0.336. (3) The peptide sequence is KAYQQGVTVDSIGMLPRFTP. The MHC is DRB1_0101 with pseudo-sequence DRB1_0101. The binding affinity (normalized) is 0.599. (4) The peptide sequence is WFLSGLEHDHHFTPQ. The MHC is DRB1_0101 with pseudo-sequence DRB1_0101. The binding affinity (normalized) is 0.366. (5) The peptide sequence is NGVIKILTYPWDRIE. The MHC is DRB1_1101 with pseudo-sequence DRB1_1101. The binding affinity (normalized) is 0.692. (6) The peptide sequence is EKKYFAAAQFEPLAA. The MHC is DRB1_1001 with pseudo-sequence DRB1_1001. The binding affinity (normalized) is 0.647. (7) The peptide sequence is GEVEIQFRRVKCKYP. The MHC is HLA-DQA10101-DQB10501 with pseudo-sequence HLA-DQA10101-DQB10501. The binding affinity (normalized) is 0.152. (8) The peptide sequence is SGNLVMFQMQDHQLI. The MHC is DRB5_0101 with pseudo-sequence DRB5_0101. The binding affinity (normalized) is 0.234. (9) The peptide sequence is LECQVQTAVDFGNSY. The MHC is DRB5_0101 with pseudo-sequence DRB5_0101. The binding affinity (normalized) is 0.585.